Dataset: Catalyst prediction with 721,799 reactions and 888 catalyst types from USPTO. Task: Predict which catalyst facilitates the given reaction. (1) The catalyst class is: 6. Reactant: Cl[CH2:2][C:3]1[C:4]([C:13]2[CH:18]=[CH:17][CH:16]=[CH:15][CH:14]=2)=[N:5][N:6]2[CH:11]=[C:10]([CH3:12])[CH:9]=[N:8][C:7]=12.[F:19][C:20]([F:28])=[CH:21][CH:22]1[CH2:26][NH:25][C:24](=[O:27])[CH2:23]1.CN(C=O)C.[H-].[Na+]. Product: [F:19][C:20]([F:28])=[CH:21][CH:22]1[CH2:26][N:25]([CH2:2][C:3]2[C:4]([C:13]3[CH:18]=[CH:17][CH:16]=[CH:15][CH:14]=3)=[N:5][N:6]3[CH:11]=[C:10]([CH3:12])[CH:9]=[N:8][C:7]=23)[C:24](=[O:27])[CH2:23]1. (2) Reactant: [Cl:1][C:2]1[CH:7]=[C:6]([Cl:8])[CH:5]=[CH:4][C:3]=1[C:9]1[CH:14]=[CH:13][C:12]([S:15]([NH:18][C:19]2[CH:20]=[C:21]([CH:27]=[CH:28][CH:29]=2)[C:22]([N:24]([CH3:26])[CH3:25])=O)(=[O:17])=[O:16])=[CH:11][CH:10]=1.B.[Cl-].[NH4+]. Product: [Cl:1][C:2]1[CH:7]=[C:6]([Cl:8])[CH:5]=[CH:4][C:3]=1[C:9]1[CH:14]=[CH:13][C:12]([S:15]([NH:18][C:19]2[CH:29]=[CH:28][CH:27]=[C:21]([CH2:22][N:24]([CH3:26])[CH3:25])[CH:20]=2)(=[O:17])=[O:16])=[CH:11][CH:10]=1. The catalyst class is: 20.